Dataset: Full USPTO retrosynthesis dataset with 1.9M reactions from patents (1976-2016). Task: Predict the reactants needed to synthesize the given product. (1) Given the product [C:36]([O:35][C@@H:29]([C:16]1[C:15]([CH3:40])=[N:14][C:13]2=[CH:41][C:10]3=[N:11][N:12]2[C:17]=1[N:18]1[CH2:23][CH2:22][C:21]([CH3:24])([O:25][CH2:26][CH2:27][CH2:28][CH2:1][C:4]2[CH:5]=[C:6]([CH2:7][O:8][CH2:9]3)[CH:42]=[CH:43][CH:44]=2)[CH2:20][CH2:19]1)[C:30]([O:32][CH2:33][CH3:34])=[O:31])([CH3:38])([CH3:39])[CH3:37], predict the reactants needed to synthesize it. The reactants are: [CH2:1]([C:4]1[CH:5]=[C:6]([CH:42]=[CH:43][CH:44]=1)[CH2:7][O:8][CH2:9][C:10]1[CH:41]=[C:13]2[N:14]=[C:15]([CH3:40])[C:16]([C@H:29]([O:35][C:36]([CH3:39])([CH3:38])[CH3:37])[C:30]([O:32][CH2:33][CH3:34])=[O:31])=[C:17]([N:18]3[CH2:23][CH2:22][C:21]([O:25][CH2:26][CH:27]=[CH2:28])([CH3:24])[CH2:20][CH2:19]3)[N:12]2[N:11]=1)C=C.[BH4-].[Na+]. (2) Given the product [Br:1][C:2]1[CH:7]=[C:6]2[C:5](=[CH:4][CH:3]=1)[N:18]([CH3:17])[N:19]=[C:8]2[C:10]1[CH:11]=[N:12][CH:13]=[CH:14][CH:15]=1, predict the reactants needed to synthesize it. The reactants are: [Br:1][C:2]1[CH:3]=[CH:4][C:5](F)=[C:6]([C:8]([C:10]2[CH:11]=[N:12][CH:13]=[CH:14][CH:15]=2)=O)[CH:7]=1.[CH3:17][NH:18][NH2:19]. (3) The reactants are: [CH3:1][C:2]1[N:3]([CH2:11][CH2:12][CH3:13])[C:4]2[C:9]([CH:10]=1)=[CH:8][CH:7]=[CH:6][CH:5]=2.[Cl-].C([Al+]CC)C.[S:20]1[C:24]2[NH:25][C:26]([C:28](Cl)=[O:29])=[CH:27][C:23]=2[CH:22]=[CH:21]1. Given the product [CH3:1][C:2]1[N:3]([CH2:11][CH2:12][CH3:13])[C:4]2[C:9]([C:10]=1[C:28]([C:26]1[NH:25][C:24]3[S:20][CH:21]=[CH:22][C:23]=3[CH:27]=1)=[O:29])=[CH:8][CH:7]=[CH:6][CH:5]=2, predict the reactants needed to synthesize it. (4) Given the product [CH2:45]([O:44][P:42]([C:40]1[CH:41]=[C:37]([C:21]2[S:22][C:23]([Sn:24]([CH2:33][CH2:34][CH2:35][CH3:36])([CH2:25][CH2:26][CH2:27][CH3:28])[CH2:29][CH2:70][CH2:69][CH3:74])=[C:19]([P:12]([O:11][CH2:7][CH2:8][CH2:9][CH3:10])([O:14][CH2:15][CH2:16][CH2:17][CH3:18])=[O:13])[CH:20]=2)[S:38][C:39]=1[C:2]1[S:3][CH:4]=[CH:5][CH:6]=1)([O:49][CH2:50][CH2:51][CH2:52][CH3:53])=[O:43])[CH2:46][CH2:47][CH3:48], predict the reactants needed to synthesize it. The reactants are: I[C:2]1[S:3][CH:4]=[CH:5][CH:6]=1.[CH2:7]([O:11][P:12]([C:19]1[CH:20]=[C:21]([C:37]2[S:38][C:39]([Sn](CCCC)(CCCC)CCCC)=[C:40]([P:42]([O:49][CH2:50][CH2:51][CH2:52][CH3:53])([O:44][CH2:45][CH2:46][CH2:47][CH3:48])=[O:43])[CH:41]=2)[S:22][C:23]=1[Sn:24]([CH2:33][CH2:34][CH2:35][CH3:36])([CH2:29]CCC)[CH2:25][CH2:26][CH2:27][CH3:28])([O:14][CH2:15][CH2:16][CH2:17][CH3:18])=[O:13])[CH2:8][CH2:9][CH3:10].[F-].[K+].[C:69]1(C)[CH:74]=CC=C[CH:70]=1. (5) Given the product [CH3:32][N:31]([CH3:33])[C@H:28]1[CH2:27][CH2:26][C@H:25]([C:23]([NH:22][C:9]2[C:8]3[CH:34]=[C:4]([CH2:1][OH:2])[CH:5]=[CH:6][C:7]=3[O:11][C:10]=2[C:12]([NH:14][C:15]2[CH:20]=[CH:19][C:18]([Cl:21])=[CH:17][N:16]=2)=[O:13])=[O:24])[CH2:30][CH2:29]1, predict the reactants needed to synthesize it. The reactants are: [C:1]([C:4]1[CH:5]=[CH:6][C:7]2[O:11][C:10]([C:12]([NH:14][C:15]3[CH:20]=[CH:19][C:18]([Cl:21])=[CH:17][N:16]=3)=[O:13])=[C:9]([NH:22][C:23]([C@H:25]3[CH2:30][CH2:29][C@H:28]([N:31]([CH3:33])[CH3:32])[CH2:27][CH2:26]3)=[O:24])[C:8]=2[CH:34]=1)(O)=[O:2]. (6) Given the product [C:1]([C:3]1[CH:8]=[CH:7][C:6]([C:9]2[CH:10]=[N:11][N:12]([C:15]3[CH:23]=[CH:22][C:18]([C:19]([NH:34][CH:31]4[CH2:32][CH2:33][N:28]([CH:25]5[CH2:27][CH2:26]5)[CH2:29][CH2:30]4)=[O:21])=[CH:17][N:16]=3)[C:13]=2[OH:14])=[C:5]([CH3:24])[CH:4]=1)#[N:2], predict the reactants needed to synthesize it. The reactants are: [C:1]([C:3]1[CH:8]=[CH:7][C:6]([C:9]2[CH:10]=[N:11][N:12]([C:15]3[CH:23]=[CH:22][C:18]([C:19]([OH:21])=O)=[CH:17][N:16]=3)[C:13]=2[OH:14])=[C:5]([CH3:24])[CH:4]=1)#[N:2].[CH:25]1([N:28]2[CH2:33][CH2:32][CH:31]([NH2:34])[CH2:30][CH2:29]2)[CH2:27][CH2:26]1. (7) Given the product [Br:1][C:2]1[CH:3]=[N:4][CH:5]=[C:6]2[C:11]=1[N:10]=[C:9]([C:12]([NH:22][CH2:23][C:24]1([CH3:30])[CH2:25][CH2:26][C:27](=[O:29])[NH:28]1)=[O:14])[CH:8]=[CH:7]2, predict the reactants needed to synthesize it. The reactants are: [Br:1][C:2]1[CH:3]=[N:4][CH:5]=[C:6]2[C:11]=1[N:10]=[C:9]([C:12]([OH:14])=O)[CH:8]=[CH:7]2.C(Cl)(=O)C(Cl)=O.Cl.[NH2:22][CH2:23][C:24]1([CH3:30])[NH:28][C:27](=[O:29])[CH2:26][CH2:25]1.C(N(CC)CC)C. (8) Given the product [Br:8][C:6]1[CH:7]=[C:2]([F:1])[C:3]([NH:10][C:11]([N:18]2[CH2:17][C:16]3[C:20](=[CH:21][CH:22]=[C:14]([CH3:13])[CH:15]=3)[CH2:19]2)=[O:12])=[C:4]([F:9])[CH:5]=1, predict the reactants needed to synthesize it. The reactants are: [F:1][C:2]1[CH:7]=[C:6]([Br:8])[CH:5]=[C:4]([F:9])[C:3]=1[N:10]=[C:11]=[O:12].[CH3:13][C:14]1[CH:15]=[C:16]2[C:20](=[CH:21][CH:22]=1)[CH2:19][NH:18][CH2:17]2. (9) Given the product [Cl:16][C:11]1[N:10]=[C:9]([NH:8][C:5]2[CH:4]=[CH:3][C:2]([Cl:1])=[CH:7][CH:6]=2)[N:14]=[C:13]([NH:25][C:22]2[CH:23]=[CH:24][C:19]([O:18][CH3:17])=[CH:20][CH:21]=2)[N:12]=1, predict the reactants needed to synthesize it. The reactants are: [Cl:1][C:2]1[CH:7]=[CH:6][C:5]([NH:8][C:9]2[N:14]=[C:13](Cl)[N:12]=[C:11]([Cl:16])[N:10]=2)=[CH:4][CH:3]=1.[CH3:17][O:18][C:19]1[CH:24]=[CH:23][C:22]([NH2:25])=[CH:21][CH:20]=1.